Dataset: NCI-60 drug combinations with 297,098 pairs across 59 cell lines. Task: Regression. Given two drug SMILES strings and cell line genomic features, predict the synergy score measuring deviation from expected non-interaction effect. (1) Drug 1: C1CC(=O)NC(=O)C1N2CC3=C(C2=O)C=CC=C3N. Drug 2: CC1=C(C(CCC1)(C)C)C=CC(=CC=CC(=CC(=O)O)C)C. Cell line: ACHN. Synergy scores: CSS=15.6, Synergy_ZIP=-1.24, Synergy_Bliss=0.800, Synergy_Loewe=2.97, Synergy_HSA=3.38. (2) Drug 1: CN(C)C1=NC(=NC(=N1)N(C)C)N(C)C. Drug 2: C1=NC2=C(N1)C(=S)N=C(N2)N. Cell line: MCF7. Synergy scores: CSS=29.5, Synergy_ZIP=0.127, Synergy_Bliss=-0.656, Synergy_Loewe=-24.8, Synergy_HSA=-1.08. (3) Drug 1: CC12CCC3C(C1CCC2=O)CC(=C)C4=CC(=O)C=CC34C. Drug 2: CC1=C2C(C(=O)C3(C(CC4C(C3C(C(C2(C)C)(CC1OC(=O)C(C(C5=CC=CC=C5)NC(=O)C6=CC=CC=C6)O)O)OC(=O)C7=CC=CC=C7)(CO4)OC(=O)C)O)C)OC(=O)C. Cell line: OVCAR-4. Synergy scores: CSS=44.9, Synergy_ZIP=-6.78, Synergy_Bliss=-3.77, Synergy_Loewe=-13.6, Synergy_HSA=-2.09. (4) Drug 1: CC1C(C(=O)NC(C(=O)N2CCCC2C(=O)N(CC(=O)N(C(C(=O)O1)C(C)C)C)C)C(C)C)NC(=O)C3=C4C(=C(C=C3)C)OC5=C(C(=O)C(=C(C5=N4)C(=O)NC6C(OC(=O)C(N(C(=O)CN(C(=O)C7CCCN7C(=O)C(NC6=O)C(C)C)C)C)C(C)C)C)N)C. Drug 2: CCCCCOC(=O)NC1=NC(=O)N(C=C1F)C2C(C(C(O2)C)O)O. Cell line: NCIH23. Synergy scores: CSS=0.869, Synergy_ZIP=1.32, Synergy_Bliss=0.655, Synergy_Loewe=-2.32, Synergy_HSA=-2.35.